This data is from Reaction yield outcomes from USPTO patents with 853,638 reactions. The task is: Predict the reaction yield, written as a fraction of the theoretical maximum amount of product (1.0 means a 100% yield; for example, 0.34 means a 34% yield). (1) The reactants are CCOC(/N=N/C(OCC)=O)=O.[F:13][C:14]([F:22])([F:21])[CH2:15][NH:16][CH2:17][CH2:18][O:19]N.C1(P(C2C=CC=CC=2)C2C=CC=CC=2)C=CC=CC=1.O[N:43]1[C:47](=[O:48])[C:46]2=[CH:49][CH:50]=[CH:51][CH:52]=[C:45]2[C:44]1=[O:53]. No catalyst specified. The product is [F:13][C:14]([F:22])([F:21])[CH2:15][NH:16][CH2:17][CH2:18][O:19][C:49]1[CH:50]=[CH:51][CH:52]=[C:45]2[C:46]=1[C:47](=[O:48])[NH:43][C:44]2=[O:53]. The yield is 0.630. (2) The reactants are C([O:8][C:9]1[C:14]([C:15]([CH3:18])([CH3:17])[CH3:16])=[CH:13][CH:12]=[CH:11][C:10]=1[C:19]([C:21]1[C:22]([O:33][CH3:34])=[C:23]([C:27]2[CH:32]=[CH:31][CH:30]=[CH:29][CH:28]=2)[CH:24]=[CH:25][CH:26]=1)=[CH2:20])C1C=CC=CC=1. The catalyst is CO.C(OCC)(=O)C.[Pd]. The product is [C:15]([C:14]1[CH:13]=[CH:12][CH:11]=[C:10]([CH:19]([C:21]2[C:22]([O:33][CH3:34])=[C:23]([C:27]3[CH:28]=[CH:29][CH:30]=[CH:31][CH:32]=3)[CH:24]=[CH:25][CH:26]=2)[CH3:20])[C:9]=1[OH:8])([CH3:16])([CH3:17])[CH3:18]. The yield is 0.350. (3) The reactants are O[CH2:2][CH2:3][NH:4][CH2:5][CH2:6][P:7](=[O:14])([O:11][CH2:12][CH3:13])[O:8][CH2:9][CH3:10].[C:15]([O-])([O-])=O.[K+].[K+].ClCCC[C:25]#[N:26]. The catalyst is C(#N)C. The product is [C:25]([CH:2]([CH3:15])[CH2:3][NH:4][CH2:5][CH2:6][P:7](=[O:14])([O:11][CH2:12][CH3:13])[O:8][CH2:9][CH3:10])#[N:26]. The yield is 0.690. (4) The reactants are [CH3:1][N:2]1[CH:6]=[C:5]([C:7](O)=[O:8])[C:4]([C:10]([F:13])([F:12])[F:11])=[N:3]1.O1CCCC1.S(Cl)(Cl)=O.[NH2:23][C:24]1[CH:25]=[C:26]([CH:43]=[CH:44][C:45]=1[CH3:46])[O:27][C:28]1[CH:29]=[CH:30][C:31]2[N:32]([N:34]=[C:35]([NH:37][C:38]([CH:40]3[CH2:42][CH2:41]3)=[O:39])[N:36]=2)[CH:33]=1. The catalyst is CN(C)C=O.CN(C)C(=O)C. The product is [CH:40]1([C:38]([NH:37][C:35]2[N:36]=[C:31]3[CH:30]=[CH:29][C:28]([O:27][C:26]4[CH:43]=[CH:44][C:45]([CH3:46])=[C:24]([NH:23][C:7]([C:5]5[C:4]([C:10]([F:13])([F:12])[F:11])=[N:3][N:2]([CH3:1])[CH:6]=5)=[O:8])[CH:25]=4)=[CH:33][N:32]3[N:34]=2)=[O:39])[CH2:41][CH2:42]1. The yield is 0.600. (5) The reactants are C1(C)C=CC=CC=1.[Cl:8][C:9]1[CH:14]=[CH:13][C:12](Br)=[CH:11][C:10]=1[O:16][CH3:17].[C:18]([N:25]1[CH2:30][CH2:29][NH:28][CH2:27][CH2:26]1)([O:20][C:21]([CH3:24])([CH3:23])[CH3:22])=[O:19].CC(C)([O-])C.[Na+]. The catalyst is C1C=CC(/C=C/C(/C=C/C2C=CC=CC=2)=O)=CC=1.C1C=CC(/C=C/C(/C=C/C2C=CC=CC=2)=O)=CC=1.C1C=CC(/C=C/C(/C=C/C2C=CC=CC=2)=O)=CC=1.[Pd].[Pd].C1C=CC(P(C2C(C3C(P(C4C=CC=CC=4)C4C=CC=CC=4)=CC=C4C=3C=CC=C4)=C3C(C=CC=C3)=CC=2)C2C=CC=CC=2)=CC=1.CCOC(C)=O. The product is [Cl:8][C:9]1[CH:14]=[CH:13][C:12]([N:28]2[CH2:27][CH2:26][N:25]([C:18]([O:20][C:21]([CH3:24])([CH3:23])[CH3:22])=[O:19])[CH2:30][CH2:29]2)=[CH:11][C:10]=1[O:16][CH3:17]. The yield is 0.930. (6) The reactants are [C:1]([O:5][C:6]([N:8]1[C:12](=[O:13])[CH:11]([CH3:14])[CH2:10][C@H:9]1[C:15]([O:17][C:18]([CH3:21])([CH3:20])[CH3:19])=[O:16])=[O:7])([CH3:4])([CH3:3])[CH3:2].[CH3:22][Si](C)(C)[N-][Si](C)(C)C.[Li+].CI. The catalyst is O1CCCC1. The product is [C:1]([O:5][C:6]([N:8]1[C:12](=[O:13])[C:11]([CH3:22])([CH3:14])[CH2:10][C@H:9]1[C:15]([O:17][C:18]([CH3:20])([CH3:19])[CH3:21])=[O:16])=[O:7])([CH3:4])([CH3:2])[CH3:3]. The yield is 0.540. (7) The reactants are [C:1](#[N:8])[C:2]1[CH:7]=[CH:6][CH:5]=[CH:4][CH:3]=1.[CH3:9][C:10]1[CH:16]=[CH:15][C:13]([NH2:14])=[CH:12][CH:11]=1. No catalyst specified. The product is [CH3:9][C:10]1[CH:16]=[CH:15][C:13]([NH:14][C:1]([C:2]2[CH:7]=[CH:6][CH:5]=[CH:4][CH:3]=2)=[NH:8])=[CH:12][CH:11]=1. The yield is 0.550. (8) The reactants are [C:1]([O:4][CH2:5][CH2:6][CH2:7][CH2:8][CH2:9][CH2:10][CH2:11][CH2:12][CH2:13][CH2:14][CH2:15][CH2:16][CH2:17][CH2:18][CH2:19][CH2:20][CH2:21]O)(=[O:3])[CH3:2].C(Br)(Br)(Br)[Br:24].C1C=CC(P(C2C=CC=CC=2)C2C=CC=CC=2)=CC=1. The catalyst is C(Cl)Cl. The product is [C:1]([O:4][CH2:5][CH2:6][CH2:7][CH2:8][CH2:9][CH2:10][CH2:11][CH2:12][CH2:13][CH2:14][CH2:15][CH2:16][CH2:17][CH2:18][CH2:19][CH2:20][CH2:21][Br:24])(=[O:3])[CH3:2]. The yield is 0.990. (9) The reactants are [OH:1][C:2]1[CH:13]=[CH:12][C:5]2[N:6]=[C:7]([C:9]([OH:11])=O)[O:8][C:4]=2[CH:3]=1.C(N(CC)CC)C.O.ON1C2C=CC=CC=2N=N1.Cl.CN(C)CCCN=C=NCC.[NH2:44][CH:45]1[CH2:50][CH2:49][N:48]([C:51]([O:53][C:54]([CH3:57])([CH3:56])[CH3:55])=[O:52])[CH2:47][CH2:46]1. The catalyst is CN(C)C=O. The product is [OH:1][C:2]1[CH:13]=[CH:12][C:5]2[N:6]=[C:7]([C:9]([NH:44][CH:45]3[CH2:46][CH2:47][N:48]([C:51]([O:53][C:54]([CH3:57])([CH3:56])[CH3:55])=[O:52])[CH2:49][CH2:50]3)=[O:11])[O:8][C:4]=2[CH:3]=1. The yield is 0.520.